Task: Predict the reactants needed to synthesize the given product.. Dataset: Full USPTO retrosynthesis dataset with 1.9M reactions from patents (1976-2016) (1) Given the product [O:1]1[CH:5]=[CH:4][CH:3]=[C:2]1[C:6]([NH:9][C:10]1[CH:11]=[CH:12][C:13]([C:16](=[O:23])[CH2:17][CH2:18][C:19]([OH:21])=[O:20])=[CH:14][CH:15]=1)=[O:7], predict the reactants needed to synthesize it. The reactants are: [O:1]1[CH:5]=[CH:4][CH:3]=[C:2]1[C:6](Cl)=[O:7].[NH2:9][C:10]1[CH:15]=[CH:14][C:13]([C:16](=[O:23])[CH2:17][CH2:18][C:19]([O:21]C)=[O:20])=[CH:12][CH:11]=1. (2) Given the product [OH:15][C:14]1[C:9](=[O:8])[NH:10][N:11]=[C:12]([CH2:23][CH2:24][CH:25]2[CH2:30][CH2:29][CH:28]([O:31][CH3:32])[CH2:27][CH2:26]2)[CH:13]=1, predict the reactants needed to synthesize it. The reactants are: C([O:8][C:9]1[N:10]=[N:11][C:12]([C:23]#[C:24][C:25]2[CH2:30][CH2:29][CH:28]([O:31][CH3:32])[CH2:27][CH:26]=2)=[CH:13][C:14]=1[O:15]CC1C=CC=CC=1)C1C=CC=CC=1. (3) Given the product [C:49]([NH:53][C:21](=[O:23])[C:20]1[CH:19]=[CH:18][C:17]([CH2:16][C:13]2[C:12]([CH3:26])=[N:11][N:10]([C:4]3[CH:5]=[CH:6][C:7]([C:8]#[N:9])=[C:2]([Cl:1])[CH:3]=3)[C:14]=2[CH3:15])=[CH:25][CH:24]=1)([CH3:52])([CH3:51])[CH3:50], predict the reactants needed to synthesize it. The reactants are: [Cl:1][C:2]1[CH:3]=[C:4]([N:10]2[C:14]([CH3:15])=[C:13]([CH2:16][C:17]3[CH:25]=[CH:24][C:20]([C:21]([OH:23])=O)=[CH:19][CH:18]=3)[C:12]([CH3:26])=[N:11]2)[CH:5]=[CH:6][C:7]=1[C:8]#[N:9].Cl.CN(C)CCCN=C=NCC.ON1C2C=CC=CC=2N=N1.[C:49]([NH2:53])([CH3:52])([CH3:51])[CH3:50].S([O-])(O)(=O)=O.[Na+]. (4) Given the product [F:1][C:2]1[CH:3]=[CH:4][C:5]([C:8]2([C:13]3[CH:14]=[N:15][C:16]([N:19]4[CH2:20][CH2:21][N:22]([C:25]([O:27][C:28]([CH3:30])([CH3:31])[CH3:29])=[O:26])[CH2:23][CH2:24]4)=[N:17][CH:18]=3)[CH2:9][O:12][CH2:11]2)=[CH:6][CH:7]=1, predict the reactants needed to synthesize it. The reactants are: [F:1][C:2]1[CH:7]=[CH:6][C:5]([C:8]([C:13]2[CH:14]=[N:15][C:16]([N:19]3[CH2:24][CH2:23][N:22]([C:25]([O:27][C:28]([CH3:31])([CH3:30])[CH3:29])=[O:26])[CH2:21][CH2:20]3)=[N:17][CH:18]=2)([CH2:11][OH:12])[CH2:9]O)=[CH:4][CH:3]=1.C1(P(C2C=CC=CC=2)C2C=CC=CC=2)C=CC=CC=1.N(C(OC(C)C)=O)=NC(OC(C)C)=O. (5) Given the product [C:1]([C:4]1[CH:9]=[C:8]([Cl:10])[C:7]([NH:11][C:12]2[C:21]3[CH:20]=[CH:19][NH:18][C:17](=[O:22])[C:16]=3[C:15]3[CH:23]=[C:24]([C:38]4[N:39]=[C:40]([C:43]([OH:46])([CH3:45])[CH3:44])[S:41][CH:42]=4)[CH:25]=[CH:26][C:14]=3[N:13]=2)=[C:6]([Cl:36])[CH:5]=1)(=[O:3])[CH3:2], predict the reactants needed to synthesize it. The reactants are: [C:1]([C:4]1[CH:9]=[C:8]([Cl:10])[C:7]([NH:11][C:12]2[C:21]3[CH:20]=[CH:19][NH:18][C:17](=[O:22])[C:16]=3[C:15]3[CH:23]=[C:24](B4OC(C)(C)C(C)(C)O4)[CH:25]=[CH:26][C:14]=3[N:13]=2)=[C:6]([Cl:36])[CH:5]=1)(=[O:3])[CH3:2].Br[C:38]1[N:39]=[C:40]([C:43]([OH:46])([CH3:45])[CH3:44])[S:41][CH:42]=1.C(=O)([O-])[O-].[Na+].[Na+]. (6) Given the product [N:18]1([C:16]([CH:14]2[CH2:15][N:11]([CH:5]3[CH2:6][CH:7]([CH3:10])[CH2:8][CH2:9][CH:4]3[CH:1]([CH3:2])[CH3:3])[C:12](=[O:23])[CH2:13]2)=[O:17])[CH2:19][CH2:20][CH2:22]1, predict the reactants needed to synthesize it. The reactants are: [CH:1]([CH:4]1[CH2:9][CH2:8][CH:7]([CH3:10])[CH2:6][CH:5]1[N:11]1[CH2:15][CH:14]([C:16]([N:18]2[CH2:22]C[CH2:20][CH2:19]2)=[O:17])[CH2:13][C:12]1=[O:23])([CH3:3])[CH3:2].C(C1CCC(C)CC1N1C(=O)CC(C(O)=O)C1)(C)C. (7) Given the product [CH3:8][O:9][C:10]1[CH:17]=[CH:16][C:13]([CH:14]=[O:15])=[CH:12][CH:11]=1, predict the reactants needed to synthesize it. The reactants are: CCN(CC)CC.[CH3:8][O:9][C:10]1[CH:17]=[CH:16][C:13]([CH2:14][OH:15])=[CH:12][CH:11]=1.O.C(C1C=C(C(C)(C)C)C=C(C(C)(C)C)C=1)(C)(C)C. (8) Given the product [Br:29][CH2:12][CH2:13][CH:14]([C:22]1[CH:27]=[CH:26][C:25]([F:28])=[CH:24][CH:23]=1)[C:15]1[CH:20]=[CH:19][C:18]([F:21])=[CH:17][CH:16]=1, predict the reactants needed to synthesize it. The reactants are: CC1C=CC(S(O[CH2:12][CH2:13][CH:14]([C:22]2[CH:27]=[CH:26][C:25]([F:28])=[CH:24][CH:23]=2)[C:15]2[CH:20]=[CH:19][C:18]([F:21])=[CH:17][CH:16]=2)(=O)=O)=CC=1.[Br-:29].[Li+]. (9) Given the product [ClH:71].[ClH:71].[NH2:41][C@@H:38]1[CH2:39][CH2:40][N:36]([C:29]([C:28]2[CH:32]=[CH:33][C:25]([NH:24][C:22]3[CH:21]=[N:20][CH:19]=[C:18]([C:9]4[NH:8][C:16]5[C:11]([CH:10]=4)=[CH:12][C:13]([F:17])=[CH:14][CH:15]=5)[N:23]=3)=[C:26]([O:34][CH3:35])[CH:27]=2)=[O:31])[CH2:37]1, predict the reactants needed to synthesize it. The reactants are: C(OC([N:8]1[C:16]2[C:11](=[CH:12][C:13]([F:17])=[CH:14][CH:15]=2)[CH:10]=[C:9]1[C:18]1[N:23]=[C:22]([NH:24][C:25]2[CH:33]=[CH:32][C:28]([C:29]([OH:31])=O)=[CH:27][C:26]=2[O:34][CH3:35])[CH:21]=[N:20][CH:19]=1)=O)(C)(C)C.[NH:36]1[CH2:40][CH2:39][C@@H:38]([NH:41]C(=O)OC(C)(C)C)[CH2:37]1.CN(C(ON1N=NC2C=CC=CC1=2)=[N+](C)C)C.[B-](F)(F)(F)F.[ClH:71].CCOCC. (10) The reactants are: [O:1]=[C:2]1[CH:7]([N:8]2[CH2:12][CH2:11][O:10][C:9]2=[O:13])[CH2:6][CH2:5][N:4](C(OC(C)(C)C)=O)[CH2:3]1.[C:21]([OH:27])([C:23]([F:26])([F:25])[F:24])=[O:22]. Given the product [OH:27][C:21]([C:23]([F:26])([F:25])[F:24])=[O:22].[O:13]=[C:9]1[N:8]([CH:7]2[CH2:6][CH2:5][NH:4][CH2:3][C:2]2=[O:1])[CH2:12][CH2:11][O:10]1, predict the reactants needed to synthesize it.